This data is from Forward reaction prediction with 1.9M reactions from USPTO patents (1976-2016). The task is: Predict the product of the given reaction. (1) Given the reactants [N:1]1([C:7]2[CH:8]=[CH:9][C:10]3[N:11]([C:13]([C:16]([F:19])([F:18])[F:17])=[N:14][N:15]=3)[N:12]=2)[CH2:6][CH2:5][NH:4][CH2:3][CH2:2]1.[C:20]([C:24]1[CH:31]=[CH:30][C:27]([CH:28]=O)=[CH:26][CH:25]=1)([CH3:23])([CH3:22])[CH3:21], predict the reaction product. The product is: [C:20]([C:24]1[CH:25]=[CH:26][C:27]([CH2:28][N:4]2[CH2:3][CH2:2][N:1]([C:7]3[CH:8]=[CH:9][C:10]4[N:11]([C:13]([C:16]([F:17])([F:18])[F:19])=[N:14][N:15]=4)[N:12]=3)[CH2:6][CH2:5]2)=[CH:30][CH:31]=1)([CH3:23])([CH3:22])[CH3:21]. (2) Given the reactants [CH3:1][O:2][C:3](=[O:15])[CH2:4][O:5][C:6]1[CH:11]=[C:10]([Br:12])[C:9]([OH:13])=[CH:8][C:7]=1[CH3:14].Cl[CH2:17][C:18]#[N:19].C(=O)([O-])[O-].[Cs+].[Cs+], predict the reaction product. The product is: [CH3:1][O:2][C:3](=[O:15])[CH2:4][O:5][C:6]1[CH:11]=[C:10]([Br:12])[C:9]([O:13][CH2:17][C:18]#[N:19])=[CH:8][C:7]=1[CH3:14]. (3) Given the reactants [CH3:1][O:2][C:3](=[O:15])[CH:4]([O:11][CH2:12][CH:13]=O)[C:5]1[CH:10]=[CH:9][CH:8]=[CH:7][CH:6]=1.[C:16]([O:20][C:21]([CH3:24])([CH3:23])[CH3:22])(=[O:19])[NH:17][NH2:18], predict the reaction product. The product is: [CH3:1][O:2][C:3](=[O:15])[CH:4]([C:5]1[CH:6]=[CH:7][CH:8]=[CH:9][CH:10]=1)[O:11][CH2:12][CH:13]=[N:18][NH:17][C:16]([O:20][C:21]([CH3:24])([CH3:23])[CH3:22])=[O:19]. (4) Given the reactants [C:1]([O:5][C:6](=[O:17])[NH:7][CH2:8][C:9]1[CH:14]=[CH:13][C:12]([F:15])=[C:11]([NH2:16])[CH:10]=1)([CH3:4])([CH3:3])[CH3:2].[F:18][C:19]([F:30])([F:29])[C:20](O[C:20](=[O:21])[C:19]([F:30])([F:29])[F:18])=[O:21], predict the reaction product. The product is: [C:1]([O:5][C:6](=[O:17])[NH:7][CH2:8][C:9]1[CH:14]=[CH:13][C:12]([F:15])=[C:11]([NH:16][C:20](=[O:21])[C:19]([F:30])([F:29])[F:18])[CH:10]=1)([CH3:4])([CH3:2])[CH3:3]. (5) Given the reactants Br[CH2:2][C:3]([O:5][CH3:6])=[O:4].[CH2:7]([NH2:11])[CH:8]([CH3:10])[CH3:9].C(N(C(C)C)CC)(C)C, predict the reaction product. The product is: [CH2:7]([NH:11][CH2:2][C:3]([O:5][CH3:6])=[O:4])[CH:8]([CH3:10])[CH3:9]. (6) Given the reactants [OH:1][C:2]1[CH:7]=[CH:6][C:5]([C:8]2[CH:25]=[CH:24][C:11]3[CH2:12][CH2:13][N:14]([C:17]([O:19][C:20]([CH3:23])([CH3:22])[CH3:21])=[O:18])[CH2:15][CH2:16][C:10]=3[CH:9]=2)=[CH:4][CH:3]=1.[H-].[Na+].Cl[C:29]1[N:34]=[CH:33][C:32]([C:35]([NH:37][CH3:38])=[O:36])=[CH:31][CH:30]=1, predict the reaction product. The product is: [CH3:38][NH:37][C:35]([C:32]1[CH:31]=[CH:30][C:29]([O:1][C:2]2[CH:3]=[CH:4][C:5]([C:8]3[CH:25]=[CH:24][C:11]4[CH2:12][CH2:13][N:14]([C:17]([O:19][C:20]([CH3:21])([CH3:22])[CH3:23])=[O:18])[CH2:15][CH2:16][C:10]=4[CH:9]=3)=[CH:6][CH:7]=2)=[N:34][CH:33]=1)=[O:36]. (7) Given the reactants [NH:1]1[C:9]2[C:4](=[CH:5][CH:6]=[CH:7][CH:8]=2)[C:3]2([C:13]3=[CH:14][C:15]4[O:19][CH2:18][O:17][C:16]=4[CH:20]=[C:12]3[O:11][CH2:10]2)[C:2]1=[O:21].BrC1C=CC=C2C=1C1(C3=CC4OCOC=4C=C3OC1)C(=O)N2.Cl[CH2:45][C:46]1[N:50]=[CH:49][O:48][N:47]=1.BrCC1OC(C(F)(F)F)=CC=1, predict the reaction product. The product is: [O:48]1[CH:49]=[N:50][C:46]([CH2:45][N:1]2[C:9]3[C:4](=[CH:5][CH:6]=[CH:7][CH:8]=3)[C:3]3([C:13]4=[CH:14][C:15]5[O:19][CH2:18][O:17][C:16]=5[CH:20]=[C:12]4[O:11][CH2:10]3)[C:2]2=[O:21])=[N:47]1. (8) Given the reactants [Cl:1][C:2]1[CH:3]=[C:4]([CH:8]=[CH:9][C:10]=1[F:11])[C:5](Cl)=[O:6].[NH2:12][C:13]1[S:17][CH:16]=[C:15]([C:18]([NH:20][CH:21]2[CH2:26][CH2:25][N:24]([CH2:27][C:28]3[CH:33]=[CH:32][CH:31]=[CH:30][CH:29]=3)[CH2:23][CH2:22]2)=[O:19])[CH:14]=1, predict the reaction product. The product is: [CH2:27]([N:24]1[CH2:25][CH2:26][CH:21]([NH:20][C:18]([C:15]2[CH:14]=[C:13]([NH:12][C:5](=[O:6])[C:4]3[CH:8]=[CH:9][C:10]([F:11])=[C:2]([Cl:1])[CH:3]=3)[S:17][CH:16]=2)=[O:19])[CH2:22][CH2:23]1)[C:28]1[CH:29]=[CH:30][CH:31]=[CH:32][CH:33]=1.